This data is from Reaction yield outcomes from USPTO patents with 853,638 reactions. The task is: Predict the reaction yield, written as a fraction of the theoretical maximum amount of product (1.0 means a 100% yield; for example, 0.34 means a 34% yield). (1) The reactants are C(N(CC)C(C)C)(C)C.[F:10][C:11]1[CH:19]=[C:18]2[C:14]([C:15]([C:21]3[N:22]=[C:23]4[C:29]([C:30]([OH:32])=O)=[CH:28][N:27]([CH2:33][O:34][CH2:35][CH2:36][Si:37]([CH3:40])([CH3:39])[CH3:38])[C:24]4=[N:25][CH:26]=3)=[N:16][N:17]2[CH3:20])=[CH:13][CH:12]=1.CN(C(ON1N=NC2C=CC=NC1=2)=[N+](C)C)C.F[P-](F)(F)(F)(F)F.FC(F)(F)C(O)=O.[NH2:72][C@H:73]([CH3:80])[C:74]([NH:76][CH2:77][CH2:78][OH:79])=[O:75]. The catalyst is CN(C=O)C. The product is [OH:79][CH2:78][CH2:77][NH:76][C:74]([C@H:73]([NH:72][C:30]([C:29]1[C:23]2[C:24](=[N:25][CH:26]=[C:21]([C:15]3[C:14]4[C:18](=[CH:19][C:11]([F:10])=[CH:12][CH:13]=4)[N:17]([CH3:20])[N:16]=3)[N:22]=2)[N:27]([CH2:33][O:34][CH2:35][CH2:36][Si:37]([CH3:39])([CH3:38])[CH3:40])[CH:28]=1)=[O:32])[CH3:80])=[O:75]. The yield is 0.590. (2) The reactants are [Cl:1][C:2]1[CH:7]=[C:6]([Cl:8])[CH:5]=[CH:4][C:3]=1[C:9]1[O:10][C:11]2[C:12](=[C:14]([C:18]([OH:20])=O)[CH:15]=[CH:16][CH:17]=2)[N:13]=1.Cl.Cl.[NH2:23][C@H:24]1[CH:29]2[CH2:30][CH2:31][N:26]([CH2:27][CH2:28]2)[CH2:25]1.Cl.C(N=C=NCCCN(C)C)C.ON1C2C=CC=CC=2N=N1.C(N(CC)CC)C. The catalyst is CN(C=O)C.ClCCl. The product is [N:26]12[CH2:31][CH2:30][CH:29]([CH2:28][CH2:27]1)[C@H:24]([NH:23][C:18]([C:14]1[CH:15]=[CH:16][CH:17]=[C:11]3[O:10][C:9]([C:3]4[CH:4]=[CH:5][C:6]([Cl:8])=[CH:7][C:2]=4[Cl:1])=[N:13][C:12]=13)=[O:20])[CH2:25]2. The yield is 0.470.